Task: Predict the product of the given reaction.. Dataset: Forward reaction prediction with 1.9M reactions from USPTO patents (1976-2016) (1) Given the reactants C1C=C(Cl)C=C(C(OO)=O)C=1.[Br:12][C:13]1[C:18]2[N:19]=[C:20](SC)[N:21]=[CH:22][C:17]=2[C:16](=[O:25])[N:15]([C:26]2[C:31]([Cl:32])=[CH:30][CH:29]=[CH:28][C:27]=2[Cl:33])[CH:14]=1.CCN(C(C)C)C(C)C.[NH2:43][C:44]1[CH:49]=[CH:48][C:47]([N:50]2[CH2:55][CH2:54][N:53]([C:56]([O:58][C:59]([CH3:62])([CH3:61])[CH3:60])=[O:57])[CH2:52][CH2:51]2)=[CH:46][CH:45]=1, predict the reaction product. The product is: [Br:12][C:13]1[C:18]2[N:19]=[C:20]([NH:43][C:44]3[CH:49]=[CH:48][C:47]([N:50]4[CH2:55][CH2:54][N:53]([C:56]([O:58][C:59]([CH3:62])([CH3:61])[CH3:60])=[O:57])[CH2:52][CH2:51]4)=[CH:46][CH:45]=3)[N:21]=[CH:22][C:17]=2[C:16](=[O:25])[N:15]([C:26]2[C:31]([Cl:32])=[CH:30][CH:29]=[CH:28][C:27]=2[Cl:33])[CH:14]=1. (2) The product is: [C:32]([CH2:33][C:4]1([CH2:5][C:6]([OH:28])=[O:8])[CH2:15][CH2:14][CH:13]([CH:16]2[CH2:21][CH2:20][CH:19]([CH2:22][CH2:23][CH3:24])[CH2:18][CH2:17]2)[CH2:12][CH2:11]1)([OH:35])=[O:34]. Given the reactants O=C1N[C:6](=[O:8])[CH:5](C#N)[C:4]2([CH2:15][CH2:14][CH:13]([CH:16]3[CH2:21][CH2:20][CH:19]([CH2:22][CH2:23][CH3:24])[CH2:18][CH2:17]3)[CH2:12][CH2:11]2)C1C#N.S(=O)(=O)(O)[OH:28].[C:32]([OH:35])(=[O:34])[CH3:33], predict the reaction product.